Dataset: Full USPTO retrosynthesis dataset with 1.9M reactions from patents (1976-2016). Task: Predict the reactants needed to synthesize the given product. (1) Given the product [OH:19][C:20]1[CH:25]=[CH:24][C:23]([S:26][C:2]2[S:3][C:4]([CH2:13][CH2:14][C:15]([O:17][CH3:18])=[O:16])=[C:5]([C:7]3[CH:12]=[CH:11][CH:10]=[CH:9][CH:8]=3)[N:6]=2)=[CH:22][CH:21]=1, predict the reactants needed to synthesize it. The reactants are: Cl[C:2]1[S:3][C:4]([CH2:13][CH2:14][C:15]([O:17][CH3:18])=[O:16])=[C:5]([C:7]2[CH:12]=[CH:11][CH:10]=[CH:9][CH:8]=2)[N:6]=1.[OH:19][C:20]1[CH:25]=[CH:24][C:23]([SH:26])=[CH:22][CH:21]=1.C(=O)([O-])[O-].[K+].[K+].CN(C)C=O. (2) Given the product [CH2:26]([O:33][C:34]1[CH:35]=[CH:36][C:37]([CH2:40][C@H:41]([NH:48][C:12]([C@@H:11]([NH:10][C:8]([N:1]2[CH2:2][CH2:3][CH2:4][CH2:5][CH2:6][CH2:7]2)=[O:9])[CH2:15][CH:16]([CH3:18])[CH3:17])=[O:14])[CH2:42][N:43]([CH2:46][CH3:47])[CH2:44][CH3:45])=[CH:38][CH:39]=1)[C:27]1[CH:28]=[CH:29][CH:30]=[CH:31][CH:32]=1, predict the reactants needed to synthesize it. The reactants are: [N:1]1([C:8]([NH:10][C@@H:11]([CH2:15][CH:16]([CH3:18])[CH3:17])[C:12]([OH:14])=O)=[O:9])[CH2:7][CH2:6][CH2:5][CH2:4][CH2:3][CH2:2]1.CN1CCOCC1.[CH2:26]([O:33][C:34]1[CH:39]=[CH:38][C:37]([CH2:40][C@H:41]([NH2:48])[CH2:42][N:43]([CH2:46][CH3:47])[CH2:44][CH3:45])=[CH:36][CH:35]=1)[C:27]1[CH:32]=[CH:31][CH:30]=[CH:29][CH:28]=1.C(OCC)C.